This data is from Full USPTO retrosynthesis dataset with 1.9M reactions from patents (1976-2016). The task is: Predict the reactants needed to synthesize the given product. (1) Given the product [F:1][C:2]([F:25])([F:26])[C:3]1[CH:24]=[CH:23][C:6]([CH2:7][O:8][N:9]=[C:10]([C:13]2[CH:18]=[CH:17][C:16]([NH2:19])=[CH:15][CH:14]=2)[CH2:11][CH3:12])=[CH:5][CH:4]=1, predict the reactants needed to synthesize it. The reactants are: [F:1][C:2]([F:26])([F:25])[C:3]1[CH:24]=[CH:23][C:6]([CH2:7][O:8][N:9]=[C:10]([C:13]2[CH:18]=[CH:17][C:16]([NH:19]C(=O)C)=[CH:15][CH:14]=2)[CH2:11][CH3:12])=[CH:5][CH:4]=1.[OH-].[K+]. (2) Given the product [C:1]([O:4][C:5]1[CH:16]=[CH:15][C:8]([N:9]2[C:10]([CH3:14])=[N:19][N:18]=[N:17]2)=[C:7]([CH:6]=1)[C:12]([OH:11])=[O:13])(=[O:3])[CH3:2], predict the reactants needed to synthesize it. The reactants are: [C:1]([O:4][C:5]1[CH:16]=[CH:15][C:8]2[N:9]=[C:10]([CH3:14])[O:11][C:12](=[O:13])[C:7]=2[CH:6]=1)(=[O:3])[CH3:2].[N-:17]=[N+:18]=[N-:19].[Na+]. (3) Given the product [CH2:21]([C:10]1[CH:9]=[C:8]([Cl:11])[CH:7]=[C:6]([Br:12])[C:5]=1[OH:4])[CH:16]=[CH2:17], predict the reactants needed to synthesize it. The reactants are: C([O:4][C:5]1[CH:10]=[CH:9][C:8]([Cl:11])=[CH:7][C:6]=1[Br:12])C=C.C(N(CC)[C:16]1[CH:21]=CC=C[CH:17]=1)C. (4) The reactants are: C(OC([N:8]1[CH2:13][CH2:12][CH:11]([C:14](=[O:33])[NH:15][C:16]2[CH:21]=[CH:20][CH:19]=[CH:18][C:17]=2[O:22][C:23]2[CH:28]=[CH:27][C:26]([C:29]([F:32])([F:31])[F:30])=[CH:25][CH:24]=2)[CH2:10][CH2:9]1)=O)(C)(C)C.C(O)(C(F)(F)F)=O.C(=O)([O-])[O-].[K+].[K+].CO. Given the product [F:32][C:29]([F:30])([F:31])[C:26]1[CH:25]=[CH:24][C:23]([O:22][C:17]2[CH:18]=[CH:19][CH:20]=[CH:21][C:16]=2[NH:15][C:14]([CH:11]2[CH2:12][CH2:13][NH:8][CH2:9][CH2:10]2)=[O:33])=[CH:28][CH:27]=1, predict the reactants needed to synthesize it. (5) Given the product [CH:41]1([CH2:44][NH:45][C:23]2[N:22]=[C:21]([C:18]3[CH:19]=[C:20]4[C:12]([NH:11][C:9]([O:8][CH2:1][C:2]5[CH:7]=[CH:6][CH:5]=[CH:4][CH:3]=5)=[O:10])=[N:13][NH:14][C:15]4=[N:16][C:17]=3[C:31]3[CH:36]=[CH:35][CH:34]=[C:33]([C:37]([F:40])([F:39])[F:38])[CH:32]=3)[CH:26]=[CH:25][N:24]=2)[CH2:43][CH2:42]1, predict the reactants needed to synthesize it. The reactants are: [CH2:1]([O:8][C:9]([NH:11][C:12]1[C:20]2[C:15](=[N:16][C:17]([C:31]3[CH:36]=[CH:35][CH:34]=[C:33]([C:37]([F:40])([F:39])[F:38])[CH:32]=3)=[C:18]([C:21]3[CH:26]=[CH:25][N:24]=[C:23](S(C)(=O)=O)[N:22]=3)[CH:19]=2)[NH:14][N:13]=1)=[O:10])[C:2]1[CH:7]=[CH:6][CH:5]=[CH:4][CH:3]=1.[CH:41]1([CH2:44][NH2:45])[CH2:43][CH2:42]1. (6) Given the product [C:1]([C:5]1[CH:6]=[C:7]([N+:15]([O-:17])=[O:16])[C:8]([O:13][CH3:14])=[C:9]([CH2:10][OH:11])[CH:12]=1)([CH3:4])([CH3:2])[CH3:3], predict the reactants needed to synthesize it. The reactants are: [C:1]([C:5]1[CH:6]=[C:7]([N+:15]([O-:17])=[O:16])[C:8]([O:13][CH3:14])=[C:9]([CH:12]=1)[CH:10]=[O:11])([CH3:4])([CH3:3])[CH3:2].[BH4-].[Na+].C(O)(=O)C. (7) Given the product [Cl:1][C:2]1[CH:11]=[C:10]([NH:14][CH3:13])[C:9]2[C:4](=[CH:5][CH:6]=[CH:7][CH:8]=2)[N:3]=1, predict the reactants needed to synthesize it. The reactants are: [Cl:1][C:2]1[CH:11]=[C:10](Cl)[C:9]2[C:4](=[CH:5][CH:6]=[CH:7][CH:8]=2)[N:3]=1.[CH3:13][NH2:14].O.